Dataset: Reaction yield outcomes from USPTO patents with 853,638 reactions. Task: Predict the reaction yield, written as a fraction of the theoretical maximum amount of product (1.0 means a 100% yield; for example, 0.34 means a 34% yield). (1) The reactants are [Br:1][C:2]1[CH:7]=[C:6]([CH2:8][NH:9][C:10]2[CH:18]=[CH:17][CH:16]=[CH:15][C:11]=2[C:12]([OH:14])=O)[CH:5]=[CH:4][N:3]=1.[CH3:19][N:20]1[CH:28]=[C:27]2[C:22]([CH:23]=[C:24]([NH2:29])[CH:25]=[CH:26]2)=[N:21]1.CN1CCOCC1.F[P-](F)(F)(F)(F)F.N1(OC(N(C)C)=[N+](C)C)C2N=CC=CC=2N=N1. The catalyst is CN(C)C=O.C(=O)(O)[O-].[Na+].CC(C)=O.CCCCCC. The product is [Br:1][C:2]1[CH:7]=[C:6]([CH2:8][NH:9][C:10]2[CH:18]=[CH:17][CH:16]=[CH:15][C:11]=2[C:12]([NH:29][C:24]2[CH:25]=[CH:26][C:27]3[C:22]([CH:23]=2)=[N:21][N:20]([CH3:19])[CH:28]=3)=[O:14])[CH:5]=[CH:4][N:3]=1. The yield is 0.960. (2) The reactants are O=C1N2[CH2:9][C@@H:4]([CH2:5][CH2:6][C@H:7]2[C:10]([NH:12][O:13][CH2:14][CH2:15][NH:16][S:17]([NH:20][C:21](=[O:27])[O:22][C:23]([CH3:26])([CH3:25])[CH3:24])(=[O:19])=[O:18])=[O:11])N1OS(O)(=O)=O.FC(F)(F)[C:35](O)=[O:36].[CH2:40](Cl)Cl. No catalyst specified. The product is [O:36]=[C:35]1[C:6]2[C:7](=[CH:40][CH:9]=[CH:4][CH:5]=2)[C:10](=[O:11])[N:12]1[O:13][CH2:14][CH2:15][NH:16][S:17]([NH:20][C:21](=[O:27])[O:22][C:23]([CH3:24])([CH3:25])[CH3:26])(=[O:18])=[O:19]. The yield is 0.230. (3) The reactants are [CH3:1][C:2]1[O:6][N:5]=[C:4]([C:7]2[CH:12]=[CH:11][CH:10]=[CH:9][CH:8]=2)[C:3]=1[CH2:13][O:14][C:15]1[CH:23]=[CH:22][C:18]([C:19]([OH:21])=O)=[CH:17][N:16]=1.[CH:24]([N:27]1[CH2:32][CH2:31][CH:30]([NH2:33])[CH2:29][CH2:28]1)([CH3:26])[CH3:25]. No catalyst specified. The product is [CH:24]([N:27]1[CH2:32][CH2:31][CH:30]([NH:33][C:19](=[O:21])[C:18]2[CH:22]=[CH:23][C:15]([O:14][CH2:13][C:3]3[C:4]([C:7]4[CH:8]=[CH:9][CH:10]=[CH:11][CH:12]=4)=[N:5][O:6][C:2]=3[CH3:1])=[N:16][CH:17]=2)[CH2:29][CH2:28]1)([CH3:26])[CH3:25]. The yield is 0.730. (4) The reactants are ClC1C(C(=O)N(CCCC)CCCC)=NN(C2C=CC(C(OCC)=O)=CC=2C(N2CCC3C(=CC=CC=3)C2)=O)C=1C.[Cl:42][C:43]1[C:44]([N:52]([CH2:56][CH2:57][CH3:58])[CH2:53][CH2:54][CH3:55])=[N:45][NH:46][C:47]=1[C:48]([F:51])([F:50])[F:49].F[C:60]1[CH:75]=[CH:74][C:63]([C:64]([O:66][CH2:67][C:68]2[CH:73]=[CH:72][CH:71]=[CH:70][CH:69]=2)=[O:65])=[CH:62][C:61]=1[C:76]([O:78][CH2:79][CH3:80])=[O:77]. No catalyst specified. The product is [Cl:42][C:43]1[C:44]([N:52]([CH2:56][CH2:57][CH3:58])[CH2:53][CH2:54][CH3:55])=[N:45][N:46]([C:60]2[CH:75]=[CH:74][C:63]([C:64]([O:66][CH2:67][C:68]3[CH:73]=[CH:72][CH:71]=[CH:70][CH:69]=3)=[O:65])=[CH:62][C:61]=2[C:76]([O:78][CH2:79][CH3:80])=[O:77])[C:47]=1[C:48]([F:50])([F:49])[F:51]. The yield is 0.470. (5) The reactants are [Cl:1][C:2]1[CH:7]=[CH:6][C:5]([C:8]23[N:22]([C:23]([C:25]4[C:26]([CH3:30])=[N:27][O:28][CH:29]=4)=[O:24])[CH2:21][CH2:20][N:9]2[C:10](=[O:19])[C:11]2[N:12]([C:14]([CH2:17][OH:18])=[CH:15][CH:16]=2)[CH2:13]3)=[CH:4][CH:3]=1. The catalyst is C(Cl)Cl.O=[Mn]=O. The product is [Cl:1][C:2]1[CH:3]=[CH:4][C:5]([C:8]23[N:22]([C:23]([C:25]4[C:26]([CH3:30])=[N:27][O:28][CH:29]=4)=[O:24])[CH2:21][CH2:20][N:9]2[C:10](=[O:19])[C:11]2[N:12]([C:14]([CH:17]=[O:18])=[CH:15][CH:16]=2)[CH2:13]3)=[CH:6][CH:7]=1. The yield is 0.920. (6) The reactants are [CH3:1][O:2][C:3](=[O:26])[CH2:4][C:5]1[C:14]([CH3:15])=[C:13](B2OC(C)(C)C(C)(C)O2)[C:12]2[C:7](=[CH:8][CH:9]=[C:10]([F:25])[CH:11]=2)[CH:6]=1.Br[C:28]1[CH:33]=[CH:32][C:31]([S:34][C:35]2[CH:40]=[CH:39][CH:38]=[CH:37][C:36]=2[Cl:41])=[CH:30][CH:29]=1.C(=O)(O)[O-].[Na+].O. The catalyst is C(COC)OC.[Pd].C1(P(C2C=CC=CC=2)C2C=CC=CC=2)C=CC=CC=1.C1(P(C2C=CC=CC=2)C2C=CC=CC=2)C=CC=CC=1.C1(P(C2C=CC=CC=2)C2C=CC=CC=2)C=CC=CC=1.C1(P(C2C=CC=CC=2)C2C=CC=CC=2)C=CC=CC=1. The product is [CH3:1][O:2][C:3](=[O:26])[CH2:4][C:5]1[C:14]([CH3:15])=[C:13]([C:28]2[CH:29]=[CH:30][C:31]([S:34][C:35]3[CH:40]=[CH:39][CH:38]=[CH:37][C:36]=3[Cl:41])=[CH:32][CH:33]=2)[C:12]2[C:7](=[CH:8][CH:9]=[C:10]([F:25])[CH:11]=2)[CH:6]=1. The yield is 0.280. (7) The reactants are Br[C:2]1[S:6][C:5]([NH:7][C:8]([NH:10][C:11]2[CH:16]=[CH:15][C:14]([CH3:17])=[CH:13][C:12]=2[C:18]([CH:20]2[CH2:24][CH2:23][CH2:22][CH2:21]2)=[O:19])=[O:9])=[N:4][CH:3]=1.[CH2:25]([O:27][C:28]([C:30]1[N:31]=[C:32]([SH:35])[NH:33][CH:34]=1)=[O:29])[CH3:26]. No catalyst specified. The product is [CH2:25]([O:27][C:28]([C:30]1[N:31]=[C:32]([S:35][C:2]2[S:6][C:5]([NH:7][C:8]([NH:10][C:11]3[CH:16]=[CH:15][C:14]([CH3:17])=[CH:13][C:12]=3[C:18]([CH:20]3[CH2:24][CH2:23][CH2:22][CH2:21]3)=[O:19])=[O:9])=[N:4][CH:3]=2)[NH:33][CH:34]=1)=[O:29])[CH3:26]. The yield is 0.380. (8) The product is [CH2:21]([O:28][C:29]([NH:1][C@H:2]([P:6](=[O:8])([OH:7])[OH:9])[CH:3]([CH3:5])[CH3:4])=[O:30])[C:22]1[CH:27]=[CH:26][CH:25]=[CH:24][CH:23]=1. The yield is 0.910. The reactants are [NH2:1][C@H:2]([P:6](=[O:9])([OH:8])[OH:7])[CH:3]([CH3:5])[CH3:4].C([O-])(O)=O.[Na+].C([O-])([O-])=O.[Na+].[Na+].[CH2:21]([O:28][C:29](Cl)=[O:30])[C:22]1[CH:27]=[CH:26][CH:25]=[CH:24][CH:23]=1. The catalyst is [OH-].[Na+].O.